From a dataset of Full USPTO retrosynthesis dataset with 1.9M reactions from patents (1976-2016). Predict the reactants needed to synthesize the given product. Given the product [C:1]([O:5][C:6]([NH:36][CH2:35][C:34]([NH:43][C:44]1[CH:53]=[CH:52][C:47]([C:48]([O:50][CH3:51])=[O:49])=[CH:46][C:45]=1[F:54])=[O:17])=[O:9])([CH3:2])([CH3:3])[CH3:4], predict the reactants needed to synthesize it. The reactants are: [C:1]([O:5][C:6](=[O:9])CN)([CH3:4])([CH3:3])[CH3:2].CN(C([O:17]N1N=NC2C=CC=NC1=2)=[N+](C)C)C.F[P-](F)(F)(F)(F)F.[CH3:34][CH2:35][N:36](C(C)C)C(C)C.[NH2:43][C:44]1[CH:53]=[CH:52][C:47]([C:48]([O:50][CH3:51])=[O:49])=[CH:46][C:45]=1[F:54].